Predict the reactants needed to synthesize the given product. From a dataset of Full USPTO retrosynthesis dataset with 1.9M reactions from patents (1976-2016). (1) Given the product [F:2][C:3]1[CH:4]=[CH:5][C:6]([N:9]([CH2:18][CH2:19][O:20][CH3:21])[C:10]([N:31]2[CH2:32][CH2:33][C:34]3[C:39](=[CH:38][CH:37]=[CH:36][CH:35]=3)[C@H:30]2[C:27]2[CH:26]=[CH:25][C:24]([C:23]([F:22])([F:40])[F:41])=[CH:29][CH:28]=2)=[O:11])=[CH:7][CH:8]=1, predict the reactants needed to synthesize it. The reactants are: [I-].[F:2][C:3]1[CH:8]=[CH:7][C:6]([N:9]([CH2:18][CH2:19][O:20][CH3:21])[C:10](N2C=C[N+](C)=C2)=[O:11])=[CH:5][CH:4]=1.[F:22][C:23]([F:41])([F:40])[C:24]1[CH:29]=[CH:28][C:27]([C@@H:30]2[C:39]3[C:34](=[CH:35][CH:36]=[CH:37][CH:38]=3)[CH2:33][CH2:32][NH:31]2)=[CH:26][CH:25]=1.C(N(CC)CC)C. (2) Given the product [NH2:1][C:4]1[CH:5]=[C:6]([CH:12]=[C:13]([C:15]([F:16])([F:17])[F:18])[CH:14]=1)[C:7]([N:9]([CH3:11])[CH3:10])=[O:8], predict the reactants needed to synthesize it. The reactants are: [N+:1]([C:4]1[CH:5]=[C:6]([CH:12]=[C:13]([C:15]([F:18])([F:17])[F:16])[CH:14]=1)[C:7]([N:9]([CH3:11])[CH3:10])=[O:8])([O-])=O. (3) Given the product [CH3:26][O:25][C:23](=[O:24])[C:22]1[CH:27]=[CH:28][C:29]([Cl:30])=[C:20]([NH:19][C:16]([CH:7]2[CH2:6][C:5]3[C:10](=[CH:11][C:12]([O:13][CH3:14])=[C:3]([O:2][CH3:1])[CH:4]=3)[NH:9][C:8]2=[O:15])=[O:18])[CH:21]=1, predict the reactants needed to synthesize it. The reactants are: [CH3:1][O:2][C:3]1[CH:4]=[C:5]2[C:10](=[CH:11][C:12]=1[O:13][CH3:14])[NH:9][C:8](=[O:15])[CH:7]([C:16]([OH:18])=O)[CH2:6]2.[NH2:19][C:20]1[CH:21]=[C:22]([CH:27]=[CH:28][C:29]=1[Cl:30])[C:23]([O:25][CH3:26])=[O:24].C(N(CC)CC)C.CN(C(ON1N=NC2C=CC=NC1=2)=[N+](C)C)C.F[P-](F)(F)(F)(F)F.